This data is from Full USPTO retrosynthesis dataset with 1.9M reactions from patents (1976-2016). The task is: Predict the reactants needed to synthesize the given product. (1) Given the product [CH3:1][N:2]([CH:10]1[CH2:15][CH2:14][CH:13]([C:26]#[N:27])[CH2:12][CH2:11]1)[C:3](=[O:9])[O:4][C:5]([CH3:8])([CH3:7])[CH3:6], predict the reactants needed to synthesize it. The reactants are: [CH3:1][N:2]([CH:10]1[CH2:15][CH2:14][C:13](=O)[CH2:12][CH2:11]1)[C:3](=[O:9])[O:4][C:5]([CH3:8])([CH3:7])[CH3:6].C1(C)C(S([CH2:26][N+:27]#[C-])(=O)=O)=CC=CC=1.CC(C)([O-])C.[K+]. (2) Given the product [N:12]1([C:2]2[C:11]3[C:6](=[CH:7][N:8]=[CH:9][CH:10]=3)[CH:5]=[CH:4][N:3]=2)[CH2:17][CH2:16][O:15][CH2:14][CH2:13]1, predict the reactants needed to synthesize it. The reactants are: Cl[C:2]1[C:11]2[C:6](=[CH:7][N:8]=[CH:9][CH:10]=2)[CH:5]=[CH:4][N:3]=1.[NH:12]1[CH2:17][CH2:16][O:15][CH2:14][CH2:13]1. (3) Given the product [CH3:43][C:44]1[CH:45]=[CH:46][C:47]([C:50]2[C:54]([C:55]([N:1]3[CH2:5][CH2:4][CH:3]([C:6]4[CH:7]=[N:8][CH:9]=[CH:10][CH:11]=4)[CH2:2]3)=[O:56])=[CH:53][O:52][N:51]=2)=[CH:48][CH:49]=1, predict the reactants needed to synthesize it. The reactants are: [NH:1]1[CH2:5][CH2:4][CH:3]([C:6]2[CH:7]=[N:8][CH:9]=[CH:10][CH:11]=2)[CH2:2]1.CN(C(ON1N=NC2C=CC=CC1=2)=[N+](C)C)C.[B-](F)(F)(F)F.C(N(C(C)C)C(C)C)C.[CH3:43][C:44]1[CH:49]=[CH:48][C:47]([C:50]2[C:54]([C:55](O)=[O:56])=[CH:53][O:52][N:51]=2)=[CH:46][CH:45]=1. (4) Given the product [F:25][C:2]([F:1])([F:24])[O:3][C:4]1[CH:5]=[CH:6][C:7]([S:10]([CH2:13][C:14]2[CH:19]=[CH:18][C:17]([CH2:20][CH2:21][NH2:23])=[CH:16][CH:15]=2)(=[O:12])=[O:11])=[CH:8][CH:9]=1.[ClH:30], predict the reactants needed to synthesize it. The reactants are: [F:1][C:2]([F:25])([F:24])[O:3][C:4]1[CH:9]=[CH:8][C:7]([S:10]([CH2:13][C:14]2[CH:19]=[CH:18][C:17]([CH2:20][C:21]([NH2:23])=O)=[CH:16][CH:15]=2)(=[O:12])=[O:11])=[CH:6][CH:5]=1.B.CSC.[ClH:30]. (5) Given the product [C:1]([O:5][C:6]([N:8]1[CH2:9][CH2:10][N:11]([CH2:14][C:15]2[C:16]([O:27][C:28]([F:30])([F:31])[F:29])=[CH:17][C:18]([C:22]([O:24][CH2:25][CH3:26])=[O:23])=[C:19]([NH2:21])[C:20]=2[Cl:48])[CH2:12][CH2:13]1)=[O:7])([CH3:2])([CH3:3])[CH3:4], predict the reactants needed to synthesize it. The reactants are: [C:1]([O:5][C:6]([N:8]1[CH2:13][CH2:12][N:11]([CH2:14][C:15]2[CH:20]=[C:19]([NH2:21])[C:18]([C:22]([O:24][CH2:25][CH3:26])=[O:23])=[CH:17][C:16]=2[O:27][C:28]([F:31])([F:30])[F:29])[CH2:10][CH2:9]1)=[O:7])([CH3:4])([CH3:3])[CH3:2].C(OC(=O)C1C=C(C(F)(F)F)C(C=O)=C([Cl:48])C=1N)C. (6) Given the product [C:28]([NH:27][C:23]1[CH:22]=[C:21]([C:4]2[O:3][C:2]([Br:1])=[C:6]([C:7]([O:9][CH2:10][CH3:11])=[O:8])[CH:5]=2)[CH:26]=[CH:25][N:24]=1)(=[O:30])[CH3:29], predict the reactants needed to synthesize it. The reactants are: [Br:1][C:2]1[O:3][C:4](Br)=[CH:5][C:6]=1[C:7]([O:9][CH2:10][CH3:11])=[O:8].CC1(C)C(C)(C)OB([C:21]2[CH:26]=[CH:25][N:24]=[C:23]([NH:27][C:28](=[O:30])[CH3:29])[CH:22]=2)O1.C(=O)([O-])[O-].[Cs+].[Cs+]. (7) Given the product [F:32][C:28]1[C:29]([F:31])=[CH:30][C:25]([C:22]2[CH:23]=[CH:24][C:19]([O:18][CH2:17][C:14]3[CH:15]=[C:16]4[C:11]([CH:10]=[CH:9][NH:8]4)=[CH:12][CH:13]=3)=[CH:20][CH:21]=2)=[C:26]([O:33][CH3:34])[CH:27]=1, predict the reactants needed to synthesize it. The reactants are: C(OC([N:8]1[C:16]2[C:11](=[CH:12][CH:13]=[C:14]([CH2:17][O:18][C:19]3[CH:24]=[CH:23][C:22]([C:25]4[CH:30]=[C:29]([F:31])[C:28]([F:32])=[CH:27][C:26]=4[O:33][CH3:34])=[CH:21][CH:20]=3)[CH:15]=2)[CH:10]=[CH:9]1)=O)(C)(C)C. (8) Given the product [C:1]([O:12][CH3:13])(=[O:11])[CH:2]=[CH:3][CH2:4][CH2:5][CH2:6][CH2:7][CH2:8][CH2:9][CH3:10].[CH2:17]=[CH:16][C:15]([CH3:19])([CH3:18])[CH3:14], predict the reactants needed to synthesize it. The reactants are: [C:1]([O:12][CH3:13])(=[O:11])[CH2:2][CH2:3][CH2:4][CH2:5][CH2:6][CH2:7][CH2:8][CH:9]=[CH2:10].[CH3:14][C:15]([CH3:19])([CH3:18])[CH:16]=[CH2:17]. (9) Given the product [S:8]1[CH:12]=[CH:11][C:10]2[C:13]([O:17][CH:18]([CH2:30][CH:31]([CH3:33])[CH3:32])[CH2:19][CH2:20][NH:21][CH3:22])=[CH:14][CH:15]=[CH:16][C:9]1=2, predict the reactants needed to synthesize it. The reactants are: ClC(OC(Cl)=O)C.[S:8]1[CH:12]=[CH:11][C:10]2[C:13]([O:17][CH:18]([CH2:30][CH:31]([CH3:33])[CH3:32])[CH2:19][CH2:20][N:21](CC3C=CC=CC=3)[CH3:22])=[CH:14][CH:15]=[CH:16][C:9]1=2.ClCCCl.N.